From a dataset of Reaction yield outcomes from USPTO patents with 853,638 reactions. Predict the reaction yield, written as a fraction of the theoretical maximum amount of product (1.0 means a 100% yield; for example, 0.34 means a 34% yield). (1) The reactants are [NH2:1][C:2]1[C:7]2=[C:8]([C:13]3[CH:18]=[CH:17][CH:16]=[C:15]([O:19][CH2:20][C:21]4[CH:26]=[CH:25][CH:24]=[CH:23][CH:22]=4)[CH:14]=3)[CH:9]=[C:10]([CH2:11][OH:12])[N:6]2[N:5]=[CH:4][N:3]=1.CC(OI1(OC(C)=O)(OC(C)=O)OC(=O)C2C=CC=CC1=2)=O. The catalyst is ClCCl. The product is [NH2:1][C:2]1[C:7]2=[C:8]([C:13]3[CH:18]=[CH:17][CH:16]=[C:15]([O:19][CH2:20][C:21]4[CH:22]=[CH:23][CH:24]=[CH:25][CH:26]=4)[CH:14]=3)[CH:9]=[C:10]([CH:11]=[O:12])[N:6]2[N:5]=[CH:4][N:3]=1. The yield is 0.350. (2) The reactants are [NH2:1][C:2]1[C:7]([C:8]2[CH:9]=[C:10]([NH:14][C:15](=[O:24])[C:16]3[CH:21]=[CH:20][CH:19]=[C:18]([O:22]C)[CH:17]=3)[CH:11]=[N:12][CH:13]=2)=[C:6]([NH:25][C@H:26]([C:28]2[N:33]([C:34]3[CH:39]=[CH:38][CH:37]=[CH:36][CH:35]=3)[C:32](=[O:40])[C:31]3=[C:41]([CH3:44])[CH:42]=[CH:43][N:30]3[N:29]=2)[CH3:27])[N:5]=[CH:4][N:3]=1.B(Br)(Br)Br. The catalyst is ClCCl. The product is [NH2:1][C:2]1[C:7]([C:8]2[CH:9]=[C:10]([NH:14][C:15](=[O:24])[C:16]3[CH:21]=[CH:20][CH:19]=[C:18]([OH:22])[CH:17]=3)[CH:11]=[N:12][CH:13]=2)=[C:6]([NH:25][C@H:26]([C:28]2[N:33]([C:34]3[CH:39]=[CH:38][CH:37]=[CH:36][CH:35]=3)[C:32](=[O:40])[C:31]3=[C:41]([CH3:44])[CH:42]=[CH:43][N:30]3[N:29]=2)[CH3:27])[N:5]=[CH:4][N:3]=1. The yield is 0.490. (3) The reactants are [C:1]([C:3]1[CH:8]=[CH:7][C:6]([C:9]2[CH:10]=[N:11][N:12]([C:15]3[CH:23]=[CH:22][C:18]([C:19](O)=[O:20])=[CH:17][N:16]=3)[C:13]=2[OH:14])=[C:5]([CH3:24])[CH:4]=1)#[N:2].[CH2:25]1[C:28]2([CH2:31][NH:30][CH2:29]2)[CH2:27][O:26]1.C(N(CC)CC)C.Cl.CN(C)CCCN=C=NCC. The catalyst is C(#N)C.CN(C=O)C.[OH-].[Na+]. The product is [CH2:25]1[C:28]2([CH2:31][N:30]([C:19]([C:18]3[CH:22]=[CH:23][C:15]([N:12]4[C:13]([OH:14])=[C:9]([C:6]5[CH:7]=[CH:8][C:3]([C:1]#[N:2])=[CH:4][C:5]=5[CH3:24])[CH:10]=[N:11]4)=[N:16][CH:17]=3)=[O:20])[CH2:29]2)[CH2:27][O:26]1. The yield is 0.106. (4) The reactants are N1C(C2C=CC([C:12]3[C:21](C)=[CH:20][C:19]4[C:14](=[CH:15][CH:16]=[C:17]([O:23]C)[CH:18]=4)[N:13]=3)=CC=2)=NN=N1.B(Br)(Br)Br.C(Cl)[Cl:30]. No catalyst specified. The product is [Cl:30][C:12]1[CH:21]=[CH:20][C:19]2[C:14](=[CH:15][CH:16]=[C:17]([OH:23])[CH:18]=2)[N:13]=1. The yield is 0.700.